Dataset: Reaction yield outcomes from USPTO patents with 853,638 reactions. Task: Predict the reaction yield, written as a fraction of the theoretical maximum amount of product (1.0 means a 100% yield; for example, 0.34 means a 34% yield). The reactants are [Cl:1][C:2]1[CH:3]=[CH:4][C:5]([OH:13])=[C:6]2[C:11]=1[N:10]=[C:9]([CH3:12])[CH:8]=[CH:7]2.C(N(CC)C(C)C)(C)C.[F:23][C:24]([F:37])([F:36])[S:25](O[S:25]([C:24]([F:37])([F:36])[F:23])(=[O:27])=[O:26])(=[O:27])=[O:26].[NH4+].[Cl-]. The catalyst is C(Cl)Cl. The product is [F:23][C:24]([F:37])([F:36])[S:25]([O:13][C:5]1[CH:4]=[CH:3][C:2]([Cl:1])=[C:11]2[C:6]=1[CH:7]=[CH:8][C:9]([CH3:12])=[N:10]2)(=[O:27])=[O:26]. The yield is 0.410.